From a dataset of Catalyst prediction with 721,799 reactions and 888 catalyst types from USPTO. Predict which catalyst facilitates the given reaction. Reactant: [CH3:1][O:2][C:3]1[CH:4]=[C:5]([CH:9]=[CH:10][CH:11]=1)[CH2:6][CH2:7][NH2:8].[CH2:12]([O:19][C:20]1[CH:28]=[CH:27][C:23]([C:24](O)=[O:25])=[CH:22][CH:21]=1)[C:13]1[CH:18]=[CH:17][CH:16]=[CH:15][CH:14]=1.O.ON1C2C=CC=CC=2N=N1.Cl.CN(C)CCCN=C=NCC. Product: [CH2:12]([O:19][C:20]1[CH:21]=[CH:22][C:23]([C:24]([NH:8][CH2:7][CH2:6][C:5]2[CH:9]=[CH:10][CH:11]=[C:3]([O:2][CH3:1])[CH:4]=2)=[O:25])=[CH:27][CH:28]=1)[C:13]1[CH:14]=[CH:15][CH:16]=[CH:17][CH:18]=1. The catalyst class is: 2.